This data is from Full USPTO retrosynthesis dataset with 1.9M reactions from patents (1976-2016). The task is: Predict the reactants needed to synthesize the given product. (1) Given the product [Cl:1][C:2]1[N:10]=[C:9]2[C:5]([N:6]=[CH:7][N:8]2[CH2:11][O:12][CH2:13][CH2:14][Si:15]([CH3:18])([CH3:17])[CH3:16])=[C:4]([C:25]2[O:26][CH:27]=[CH:28][CH:29]=2)[N:3]=1, predict the reactants needed to synthesize it. The reactants are: [Cl:1][C:2]1[N:10]=[C:9]2[C:5]([N:6]=[CH:7][N:8]2[CH2:11][O:12][CH2:13][CH2:14][Si:15]([CH3:18])([CH3:17])[CH3:16])=[C:4](Cl)[N:3]=1.C([Sn](CCCC)(CCCC)[C:25]1[O:26][CH:27]=[CH:28][CH:29]=1)CCC. (2) Given the product [NH2:40][C:19]1[N:18]=[C:17]([NH:16][CH3:15])[C:26]2[C:21](=[CH:22][C:23]([C:2]3[CH:9]=[CH:8][C:5]([CH:6]=[O:7])=[C:4]([N:10]4[CH2:14][CH2:13][CH2:12][CH2:11]4)[CH:3]=3)=[CH:24][CH:25]=2)[N:20]=1, predict the reactants needed to synthesize it. The reactants are: Br[C:2]1[CH:9]=[CH:8][C:5]([CH:6]=[O:7])=[C:4]([N:10]2[CH2:14][CH2:13][CH2:12][CH2:11]2)[CH:3]=1.[CH3:15][NH:16][C:17]1[C:26]2[C:21](=[CH:22][C:23]([Sn](CCCC)(CCCC)CCCC)=[CH:24][CH:25]=2)[N:20]=[C:19]([NH2:40])[N:18]=1. (3) Given the product [N:25](=[CH:1][C:3]1[CH:8]=[CH:7][CH:6]=[CH:5][C:4]=1[N:9]([CH3:23])[S:10]([C:13]1[CH:18]=[CH:17][C:16]([C:19]([F:22])([F:21])[F:20])=[CH:15][CH:14]=1)(=[O:12])=[O:11])[NH2:26], predict the reactants needed to synthesize it. The reactants are: [CH:1]([C:3]1[CH:8]=[CH:7][CH:6]=[CH:5][C:4]=1[N:9]([CH3:23])[S:10]([C:13]1[CH:18]=[CH:17][C:16]([C:19]([F:22])([F:21])[F:20])=[CH:15][CH:14]=1)(=[O:12])=[O:11])=O.O.[NH2:25][NH2:26]. (4) Given the product [CH3:1][C@@H:2]([S:5]([C:8]([CH3:13])([CH3:12])[C:9]([NH:42][C:39]1[NH:38][C:37]([C:34]2[CH:35]=[CH:36][C:31]([O:30][CH3:29])=[CH:32][CH:33]=2)=[N:41][N:40]=1)=[O:11])(=[O:6])=[O:7])[CH2:3][CH3:4], predict the reactants needed to synthesize it. The reactants are: [CH3:1][C@@H:2]([S:5]([C:8]([CH3:13])([CH3:12])[C:9]([OH:11])=O)(=[O:7])=[O:6])[CH2:3][CH3:4].C(Cl)(=O)C(Cl)=O.C(N(CC)C(C)C)(C)C.[CH3:29][O:30][C:31]1[CH:36]=[CH:35][C:34]([C:37]2[NH:38][C:39]([NH2:42])=[N:40][N:41]=2)=[CH:33][CH:32]=1. (5) Given the product [NH2:1][C@H:2]1[CH2:6][CH2:5][CH2:4][C@H:3]1[C:7]([O:9][CH3:11])=[O:8], predict the reactants needed to synthesize it. The reactants are: [NH2:1][C@H:2]1[CH2:6][CH2:5][CH2:4][C@H:3]1[C:7]([OH:9])=[O:8].Cl.[CH3:11]O.